The task is: Predict the reactants needed to synthesize the given product.. This data is from Full USPTO retrosynthesis dataset with 1.9M reactions from patents (1976-2016). (1) Given the product [F:15][C:4]1[CH:5]=[C:6]([N:8]2[CH2:13][CH2:12][N:11]([CH3:14])[CH2:10][CH2:9]2)[CH:7]=[C:2]([NH:23][CH2:22][C:21]2[CH:24]=[CH:25][C:18]([O:17][CH3:16])=[CH:19][CH:20]=2)[N:3]=1, predict the reactants needed to synthesize it. The reactants are: F[C:2]1[CH:7]=[C:6]([N:8]2[CH2:13][CH2:12][N:11]([CH3:14])[CH2:10][CH2:9]2)[CH:5]=[C:4]([F:15])[N:3]=1.[CH3:16][O:17][C:18]1[CH:25]=[CH:24][C:21]([CH2:22][NH2:23])=[CH:20][CH:19]=1.CCN(CC)CC.O. (2) Given the product [F:1][C:2]1[CH:3]=[CH:4][C:5]([C:8]2[C:12]([CH2:13][O:14][C:15]3[CH:23]=[CH:22][C:18]([C:19]([NH:28][CH:25]([CH3:27])[CH3:26])=[O:21])=[CH:17][N:16]=3)=[C:11]([CH3:24])[O:10][N:9]=2)=[CH:6][CH:7]=1, predict the reactants needed to synthesize it. The reactants are: [F:1][C:2]1[CH:7]=[CH:6][C:5]([C:8]2[C:12]([CH2:13][O:14][C:15]3[CH:23]=[CH:22][C:18]([C:19]([OH:21])=O)=[CH:17][N:16]=3)=[C:11]([CH3:24])[O:10][N:9]=2)=[CH:4][CH:3]=1.[CH:25]([NH2:28])([CH3:27])[CH3:26]. (3) Given the product [C:24]1([NH:23][C:3]2[CH:12]=[CH:11][C:10]3[C:5](=[C:6]([C:13]4[NH:22][C:16]5[N:17]=[CH:18][NH:19][C:20](=[O:21])[C:15]=5[CH:14]=4)[CH:7]=[CH:8][CH:9]=3)[N:4]=2)[CH:29]=[CH:28][CH:27]=[CH:26][CH:25]=1, predict the reactants needed to synthesize it. The reactants are: Cl.Cl[C:3]1[CH:12]=[CH:11][C:10]2[C:5](=[C:6]([C:13]3[NH:22][C:16]4[N:17]=[CH:18][NH:19][C:20](=[O:21])[C:15]=4[CH:14]=3)[CH:7]=[CH:8][CH:9]=2)[N:4]=1.[NH2:23][C:24]1[CH:29]=[CH:28][CH:27]=[CH:26][CH:25]=1.[Li+].C[Si]([N-][Si](C)(C)C)(C)C. (4) The reactants are: [CH2:1]([C:5]1([C:18]([O:20][CH2:21][C:22]2[CH:27]=[CH:26][CH:25]=[CH:24][CH:23]=2)=[O:19])[CH2:10][CH2:9][N:8]([C:11]([O:13][C:14]([CH3:17])([CH3:16])[CH3:15])=[O:12])[CH2:7][CH2:6]1)[CH2:2][CH:3]=C.[BH4-].[Na+].ClCCl.C[OH:34]. Given the product [OH:34][CH2:3][CH2:2][CH2:1][C:5]1([C:18]([O:20][CH2:21][C:22]2[CH:23]=[CH:24][CH:25]=[CH:26][CH:27]=2)=[O:19])[CH2:10][CH2:9][N:8]([C:11]([O:13][C:14]([CH3:15])([CH3:16])[CH3:17])=[O:12])[CH2:7][CH2:6]1, predict the reactants needed to synthesize it. (5) Given the product [CH2:22]([O:34][C:33]1[CH:11]=[CH:6][C:5]([CH2:13][N:12]2[C:11]3[C:10]4[CH:16]=[CH:17][CH:18]=[CH:19][C:9]=4[O:8][CH2:7][C:6]=3[C:5]3[C:13]2=[CH:14][CH:15]=[C:3]([O:2][CH3:1])[CH:4]=3)=[CH:4][CH:3]=1)[C:23]1[CH:28]=[CH:27][CH:26]=[CH:25][CH:24]=1, predict the reactants needed to synthesize it. The reactants are: [CH3:1][O:2][C:3]1[CH:4]=[C:5]2[C:13](=[CH:14][CH:15]=1)[NH:12][C:11]1[C:10]3[CH:16]=[CH:17][CH:18]=[CH:19][C:9]=3[O:8][CH2:7][C:6]2=1.[H-].[Na+].[CH2:22](Cl)[C:23]1[CH:28]=[CH:27][CH:26]=[CH:25][CH:24]=1.CN([CH:33]=[O:34])C. (6) Given the product [CH:28]([C:31]1[CH:32]=[CH:33][C:34](=[O:37])[N:35]([CH2:26][C:22]2[CH:23]=[CH:24][CH:25]=[C:20]([C:17]3[N:16]=[CH:15][C:14]([C:12]4[CH:11]=[N:10][N:9]([CH2:8][CH2:7][N:1]5[CH2:6][CH2:5][O:4][CH2:3][CH2:2]5)[CH:13]=4)=[CH:19][N:18]=3)[CH:21]=2)[N:36]=1)([CH3:30])[CH3:29], predict the reactants needed to synthesize it. The reactants are: [N:1]1([CH2:7][CH2:8][N:9]2[CH:13]=[C:12]([C:14]3[CH:15]=[N:16][C:17]([C:20]4[CH:21]=[C:22]([CH2:26]O)[CH:23]=[CH:24][CH:25]=4)=[N:18][CH:19]=3)[CH:11]=[N:10]2)[CH2:6][CH2:5][O:4][CH2:3][CH2:2]1.[CH:28]([C:31]1[CH:32]=[CH:33][C:34](=[O:37])[NH:35][N:36]=1)([CH3:30])[CH3:29].C1(P(C2C=CC=CC=2)C2C=CC=CC=2)C=CC=CC=1.N(C(OC(C)C)=O)=NC(OC(C)C)=O. (7) Given the product [NH:1]([C:9]([O:11][CH2:12][C:13]1[CH:18]=[CH:17][CH:16]=[CH:15][CH:14]=1)=[O:10])[C@H:2]([C:6]([N:19]1[CH2:27][CH2:26][CH2:25][C@H:20]1[C:21]([O:23][CH3:24])=[O:22])=[O:8])[CH:3]([CH3:4])[CH3:5], predict the reactants needed to synthesize it. The reactants are: [NH:1]([C:9]([O:11][CH2:12][C:13]1[CH:18]=[CH:17][CH:16]=[CH:15][CH:14]=1)=[O:10])[C@H:2]([C:6]([OH:8])=O)[CH:3]([CH3:5])[CH3:4].[NH:19]1[CH2:27][CH2:26][CH2:25][C@H:20]1[C:21]([O:23][CH3:24])=[O:22]. (8) Given the product [F:37][C:36]([F:39])([F:38])[S:33]([O:14][C:7]1[CH:8]=[C:9]([O:12][CH3:13])[CH:10]=[CH:11][C:6]=1[C:5]([N:4]([CH2:3][C:1]#[N:2])[CH3:16])=[O:15])(=[O:35])=[O:34], predict the reactants needed to synthesize it. The reactants are: [C:1]([CH2:3][N:4]([CH3:16])[C:5](=[O:15])[C:6]1[CH:11]=[CH:10][C:9]([O:12][CH3:13])=[CH:8][C:7]=1[OH:14])#[N:2].CCN(C(C)C)C(C)C.C1(N([S:33]([C:36]([F:39])([F:38])[F:37])(=[O:35])=[O:34])[S:33]([C:36]([F:39])([F:38])[F:37])(=[O:35])=[O:34])C=CC=CC=1. (9) Given the product [NH2:22][CH:21]1[C:15]2[C:16](=[N:17][C:12]([C:11]3[CH:10]=[CH:9][C:4]([C:5]([O:7][CH3:8])=[O:6])=[CH:3][C:2]=3[Cl:1])=[C:13]([C:32]3[CH:33]=[CH:34][C:35]([Cl:38])=[CH:36][CH:37]=3)[CH:14]=2)[O:18][C:19]([CH3:31])([CH3:30])[CH2:20]1, predict the reactants needed to synthesize it. The reactants are: [Cl:1][C:2]1[CH:3]=[C:4]([CH:9]=[CH:10][C:11]=1[C:12]1[N:17]=[C:16]2[O:18][C:19]([CH3:31])([CH3:30])[CH2:20][CH:21]([NH:22]C(OC(C)(C)C)=O)[C:15]2=[CH:14][C:13]=1[C:32]1[CH:37]=[CH:36][C:35]([Cl:38])=[CH:34][CH:33]=1)[C:5]([O:7][CH3:8])=[O:6].C(O)(C(F)(F)F)=O.